Dataset: Catalyst prediction with 721,799 reactions and 888 catalyst types from USPTO. Task: Predict which catalyst facilitates the given reaction. (1) Reactant: [Cl:1][C:2]1[C:15]([N:16]=[C:17]=[S:18])=[C:14]([Cl:19])[CH:13]=[CH:12][C:3]=1[CH2:4][NH:5][C:6](=[O:11])[C:7]([CH3:10])([CH3:9])[CH3:8].[NH2:20][C:21]1[C:22]([NH2:45])=[N:23][C:24]([O:40][CH2:41][CH:42]([F:44])[F:43])=[C:25]([CH:39]=1)[C:26]([NH:28][C@H:29]1[CH2:34][CH2:33][C@H:32]([C:35]([F:38])([F:37])[F:36])[CH2:31][CH2:30]1)=[O:27]. Product: [Cl:1][C:2]1[C:15]([NH:16][C:17]([NH:20][C:21]2[CH:39]=[C:25]([C:26](=[O:27])[NH:28][C@H:29]3[CH2:30][CH2:31][C@H:32]([C:35]([F:38])([F:36])[F:37])[CH2:33][CH2:34]3)[C:24]([O:40][CH2:41][CH:42]([F:43])[F:44])=[N:23][C:22]=2[NH2:45])=[S:18])=[C:14]([Cl:19])[CH:13]=[CH:12][C:3]=1[CH2:4][NH:5][C:6](=[O:11])[C:7]([CH3:8])([CH3:9])[CH3:10]. The catalyst class is: 18. (2) Reactant: Br[C:2]([F:17])([F:16])[CH2:3][CH:4]1[CH2:8][N:7]([CH2:9][N:10]2[CH:14]=[CH:13][N:12]=[CH:11]2)[C:6](=[O:15])[CH2:5]1.N12CCCC=C1CCCCN2. Product: [F:17][C:2]([F:16])=[CH:3][CH:4]1[CH2:8][N:7]([CH2:9][N:10]2[CH:14]=[CH:13][N:12]=[CH:11]2)[C:6](=[O:15])[CH2:5]1. The catalyst class is: 22. (3) Reactant: [C:1]12([C:11]3[CH:12]=[C:13](Br)[CH:14]=[C:15]([O:25][CH3:26])[C:16]=3[O:17][CH2:18][C:19]3[CH:24]=[CH:23][CH:22]=[CH:21][CH:20]=3)[CH2:10][CH:5]3[CH2:6][CH:7]([CH2:9][CH:3]([CH2:4]3)[CH2:2]1)[CH2:8]2.C(=O)=O.CC(C)=O.[Li]CCCC.[B:40](OC(C)C)([O:45]C(C)C)[O:41]C(C)C. Product: [C:1]12([C:11]3[CH:12]=[C:13]([B:40]([OH:45])[OH:41])[CH:14]=[C:15]([O:25][CH3:26])[C:16]=3[O:17][CH2:18][C:19]3[CH:24]=[CH:23][CH:22]=[CH:21][CH:20]=3)[CH2:10][CH:5]3[CH2:6][CH:7]([CH2:9][CH:3]([CH2:4]3)[CH2:2]1)[CH2:8]2. The catalyst class is: 134. (4) Reactant: C([O:4][C@H:5]([CH2:10][C:11]1[CH:19]=[C:18]([CH3:20])[C:17]2[C:13](=[CH:14][N:15]([CH2:21][O:22][CH3:23])[N:16]=2)[CH:12]=1)[C:6]([O:8]C)=[O:7])(=O)C.O.[OH-].[Li+]. The catalyst class is: 193. Product: [OH:4][C@H:5]([CH2:10][C:11]1[CH:19]=[C:18]([CH3:20])[C:17]2[C:13](=[CH:14][N:15]([CH2:21][O:22][CH3:23])[N:16]=2)[CH:12]=1)[C:6]([OH:8])=[O:7].